Regression/Classification. Given a drug SMILES string, predict its absorption, distribution, metabolism, or excretion properties. Task type varies by dataset: regression for continuous measurements (e.g., permeability, clearance, half-life) or binary classification for categorical outcomes (e.g., BBB penetration, CYP inhibition). Dataset: cyp3a4_veith. From a dataset of CYP3A4 inhibition data for predicting drug metabolism from PubChem BioAssay. The compound is COCC(=O)N1CCC2(CCCN(c3ccc(-c4ccccc4)cc3)C2)CC1. The result is 1 (inhibitor).